Dataset: Full USPTO retrosynthesis dataset with 1.9M reactions from patents (1976-2016). Task: Predict the reactants needed to synthesize the given product. (1) Given the product [C:1]([O:5][C:6](=[O:17])[NH:7][CH2:8][CH2:9][CH2:10][C:11](=[O:16])[CH3:18])([CH3:2])([CH3:3])[CH3:4], predict the reactants needed to synthesize it. The reactants are: [C:1]([O:5][C:6](=[O:17])[NH:7][CH2:8][CH2:9][CH2:10][C:11](=[O:16])N(OC)C)([CH3:4])([CH3:3])[CH3:2].[CH3:18][Mg]Br.OS([O-])(=O)=O.[K+]. (2) Given the product [N:3]1[C:16]2[C:11](=[CH:12][CH:13]=[CH:14][CH:15]=2)[CH:17]=[C:5]([CH2:6][N:3]2[CH:7]=[CH:6][CH:5]=[C:4]2[CH:8]=[O:9])[CH:4]=1, predict the reactants needed to synthesize it. The reactants are: [H-].[Na+].[NH:3]1[CH:7]=[CH:6][CH:5]=[C:4]1[CH:8]=[O:9].O.[C:11]1([CH3:17])[CH:16]=[CH:15][CH:14]=[CH:13][CH:12]=1. (3) Given the product [O:1]1[CH2:7][CH:6]([CH2:8][NH:9][S:14]([NH2:17])(=[O:16])=[O:15])[CH2:5][O:4][C:3]2[CH:10]=[CH:11][CH:12]=[CH:13][C:2]1=2, predict the reactants needed to synthesize it. The reactants are: [O:1]1[CH2:7][CH:6]([CH2:8][NH2:9])[CH2:5][O:4][C:3]2[CH:10]=[CH:11][CH:12]=[CH:13][C:2]1=2.[S:14](N)([NH2:17])(=[O:16])=[O:15].C(Cl)(Cl)Cl. (4) Given the product [F:26][C:25]1[CH:24]=[CH:23][C:10]([CH2:11][C:12]2[C:21]3[C:16](=[CH:17][CH:18]=[CH:19][CH:20]=3)[C:15](=[O:22])[NH:14][N:13]=2)=[CH:9][C:8]=1[C:6]([N:4]1[CH2:3][CH:2]([NH:1][CH:29]([CH3:30])[CH2:28][OH:27])[CH2:5]1)=[O:7], predict the reactants needed to synthesize it. The reactants are: [NH2:1][CH:2]1[CH2:5][N:4]([C:6]([C:8]2[CH:9]=[C:10]([CH:23]=[CH:24][C:25]=2[F:26])[CH2:11][C:12]2[C:21]3[C:16](=[CH:17][CH:18]=[CH:19][CH:20]=3)[C:15](=[O:22])[NH:14][N:13]=2)=[O:7])[CH2:3]1.[OH:27][CH2:28][C:29](=O)[CH3:30].C(O[BH-](OC(=O)C)OC(=O)C)(=O)C.[Na+]. (5) Given the product [OH:8][C:9]1[CH:14]=[CH:13][C:12]([C:15]2[C:24]3[C:19](=[CH:20][CH:21]=[CH:22][CH:23]=3)[C:18]([CH:25]=[N:28][OH:29])=[CH:17][CH:16]=2)=[CH:11][CH:10]=1, predict the reactants needed to synthesize it. The reactants are: [Si]([O:8][C:9]1[CH:14]=[CH:13][C:12]([C:15]2[C:24]3[C:19](=[CH:20][CH:21]=[CH:22][CH:23]=3)[C:18]([CH:25]=O)=[CH:17][CH:16]=2)=[CH:11][CH:10]=1)(C(C)(C)C)(C)C.Cl.[NH2:28][OH:29].N1C=CC=CC=1.CCCC[N+](CCCC)(CCCC)CCCC.[F-].C1COCC1. (6) Given the product [Cl:12][C:9]1[CH:10]=[N:11][C:2]([N:21]2[CH2:22][CH:19]([O:18][C:17]3[CH:23]=[CH:24][CH:25]=[C:15]([C:14]([F:13])([F:27])[F:26])[CH:16]=3)[CH2:20]2)=[C:3]([CH:8]=1)[C:4]([O:6][CH3:7])=[O:5], predict the reactants needed to synthesize it. The reactants are: Cl[C:2]1[N:11]=[CH:10][C:9]([Cl:12])=[CH:8][C:3]=1[C:4]([O:6][CH3:7])=[O:5].[F:13][C:14]([F:27])([F:26])[C:15]1[CH:16]=[C:17]([CH:23]=[CH:24][CH:25]=1)[O:18][CH:19]1[CH2:22][NH:21][CH2:20]1.